Dataset: Forward reaction prediction with 1.9M reactions from USPTO patents (1976-2016). Task: Predict the product of the given reaction. Given the reactants C([Li])CCC.C1(C)C=CC=CC=1.Br[C:14]1[CH:19]=[C:18]([CH3:20])[C:17]([CH:21]([C:29]2[C:34]([F:35])=[CH:33][CH:32]=[C:31]([F:36])[C:30]=2[F:37])[S:22][CH2:23][CH2:24][C:25]([F:28])([F:27])[F:26])=[CH:16][N:15]=1.CN(C)[CH:40]=[O:41], predict the reaction product. The product is: [CH3:20][C:18]1[C:17]([CH:21]([C:29]2[C:34]([F:35])=[CH:33][CH:32]=[C:31]([F:36])[C:30]=2[F:37])[S:22][CH2:23][CH2:24][C:25]([F:28])([F:27])[F:26])=[CH:16][N:15]=[C:14]([CH:40]=[O:41])[CH:19]=1.